This data is from Catalyst prediction with 721,799 reactions and 888 catalyst types from USPTO. The task is: Predict which catalyst facilitates the given reaction. (1) Reactant: [Cl:1][C:2]1[CH:10]=[CH:9][C:8]([OH:11])=[CH:7][C:3]=1[C:4]([OH:6])=[O:5].C([O-])([O-])=O.[Cs+].[Cs+].[F:18][C:19]1[CH:24]=[CH:23][CH:22]=[C:21](F)[N:20]=1. Product: [Cl:1][C:2]1[CH:10]=[CH:9][C:8]([O:11][C:21]2[CH:22]=[CH:23][CH:24]=[C:19]([F:18])[N:20]=2)=[CH:7][C:3]=1[C:4]([OH:6])=[O:5]. The catalyst class is: 16. (2) Reactant: [Cl:1][C:2]1[C:3]([CH3:21])=[C:4]([NH:8][S:9]([C:12]2[CH:20]=[CH:19][C:15]([C:16](O)=[O:17])=[CH:14][CH:13]=2)(=[O:11])=[O:10])[CH:5]=[CH:6][CH:7]=1.O.C(O)(=O)C.O. Product: [Cl:1][C:2]1[C:3]([CH3:21])=[C:4]([NH:8][S:9]([C:12]2[CH:20]=[CH:19][C:15]([CH2:16][OH:17])=[CH:14][CH:13]=2)(=[O:11])=[O:10])[CH:5]=[CH:6][CH:7]=1. The catalyst class is: 1. (3) Reactant: Cl.[F:2][C:3]1[CH:15]=[C:14]([F:16])[CH:13]=[CH:12][C:4]=1[O:5][CH:6]1[CH2:11][CH2:10][NH:9][CH2:8][CH2:7]1.[Br:17][C:18]1[N:32]=[CH:31][C:21]2=[N:22][C:23](Cl)=[C:24]([NH:26][CH:27]([CH3:29])[CH3:28])[N:25]=[C:20]2[CH:19]=1.CCN(C(C)C)C(C)C. Product: [Br:17][C:18]1[N:32]=[CH:31][C:21]2=[N:22][C:23]([N:9]3[CH2:8][CH2:7][CH:6]([O:5][C:4]4[CH:12]=[CH:13][C:14]([F:16])=[CH:15][C:3]=4[F:2])[CH2:11][CH2:10]3)=[C:24]([NH:26][CH:27]([CH3:28])[CH3:29])[N:25]=[C:20]2[CH:19]=1. The catalyst class is: 12. (4) Reactant: [CH3:1][C:2]1[C:6]2[CH:7]=[CH:8][C:9]([OH:14])=[C:10]([CH2:11][CH2:12][CH3:13])[C:5]=2[O:4][N:3]=1.[CH2:15]([O:17][C:18](=[O:34])[CH2:19][C@H:20]1[C:28]2[C:23](=[CH:24][C:25]([O:29][CH2:30][CH2:31][CH2:32]Br)=[CH:26][CH:27]=2)[CH2:22][CH2:21]1)[CH3:16].C([O-])([O-])=O.[Cs+].[Cs+]. Product: [CH2:15]([O:17][C:18](=[O:34])[CH2:19][C@H:20]1[C:28]2[C:23](=[CH:24][C:25]([O:29][CH2:30][CH2:31][CH2:32][O:14][C:9]3[CH:8]=[CH:7][C:6]4[C:2]([CH3:1])=[N:3][O:4][C:5]=4[C:10]=3[CH2:11][CH2:12][CH3:13])=[CH:26][CH:27]=2)[CH2:22][CH2:21]1)[CH3:16]. The catalyst class is: 3. (5) Reactant: [F:1][C:2]1[CH:3]=[C:4]2[C:9](=[CH:10][C:11]=1[O:12]C)[CH2:8][CH:7]([C:14]([OH:16])=[O:15])[CH2:6][CH2:5]2.Br. Product: [F:1][C:2]1[CH:3]=[C:4]2[C:9](=[CH:10][C:11]=1[OH:12])[CH2:8][CH:7]([C:14]([OH:16])=[O:15])[CH2:6][CH2:5]2. The catalyst class is: 15.